From a dataset of HIV replication inhibition screening data with 41,000+ compounds from the AIDS Antiviral Screen. Binary Classification. Given a drug SMILES string, predict its activity (active/inactive) in a high-throughput screening assay against a specified biological target. (1) The compound is Cc1c2c(cc3c(=O)ccn(CCN(C)C)c13)c(=O)ccn2CCN(C)C. The result is 0 (inactive). (2) The compound is COc1ccc(-c2cc(=O)c3c(OC)c(OC)c(OC)c(OC)c3o2)c(OC)c1. The result is 0 (inactive).